Task: Predict the reaction yield, written as a fraction of the theoretical maximum amount of product (1.0 means a 100% yield; for example, 0.34 means a 34% yield).. Dataset: Reaction yield outcomes from USPTO patents with 853,638 reactions (1) The reactants are [CH3:1][C:2]1[O:6][N:5]=[C:4]([C:7]2[CH:12]=[CH:11][C:10]([NH2:13])=[CH:9][CH:8]=2)[N:3]=1.Cl.[CH3:15][O:16][C:17]1[CH:18]=[C:19]2[C:24](=[C:25]([N:27]3[CH2:32][CH2:31][N:30]([CH3:33])[CH2:29][CH2:28]3)[CH:26]=1)[O:23][CH:22]([C:34](O)=[O:35])[CH2:21][CH2:20]2.CCN(C(C)C)C(C)C.CN(C(ON1N=NC2C=CC=CC1=2)=[N+](C)C)C.[B-](F)(F)(F)F. The catalyst is CN(C=O)C. The product is [CH3:15][O:16][C:17]1[CH:18]=[C:19]2[C:24](=[C:25]([N:27]3[CH2:28][CH2:29][N:30]([CH3:33])[CH2:31][CH2:32]3)[CH:26]=1)[O:23][CH:22]([C:34]([NH:13][C:10]1[CH:11]=[CH:12][C:7]([C:4]3[N:3]=[C:2]([CH3:1])[O:6][N:5]=3)=[CH:8][CH:9]=1)=[O:35])[CH2:21][CH2:20]2. The yield is 0.310. (2) The reactants are [OH:1][C:2]([C:13]1[CH:18]=[CH:17][CH:16]=[CH:15][CH:14]=1)([C:8]1[CH:12]=[CH:11][S:10][CH:9]=1)[C:3]([O:5]CC)=[O:4]. The product is [OH:1][C:2]([C:13]1[CH:18]=[CH:17][CH:16]=[CH:15][CH:14]=1)([C:8]1[CH:12]=[CH:11][S:10][CH:9]=1)[C:3]([OH:5])=[O:4]. The catalyst is C1COCC1.[OH-].[Na+]. The yield is 0.790. (3) The reactants are [Cl:1][C:2]1[CH:10]=[CH:9][C:8]([N:11]2[C:15]([CH3:16])=[CH:14][C:13]([CH3:17])=[N:12]2)=[CH:7][C:3]=1[C:4](O)=[O:5].C([N:20](C(C)C)C(C)C)C.ClC(OC(C)C)=O.N.O1CCOCC1. The catalyst is ClCCl. The product is [Cl:1][C:2]1[CH:10]=[CH:9][C:8]([N:11]2[C:15]([CH3:16])=[CH:14][C:13]([CH3:17])=[N:12]2)=[CH:7][C:3]=1[C:4]([NH2:20])=[O:5]. The yield is 0.719. (4) The reactants are Br[C:2]1[CH:7]=[CH:6][C:5]([C@@H:8]([N:10]2[CH2:15][CH2:14][C@:13]([CH2:22][C:23]([CH3:27])([CH3:26])[C:24]#[N:25])([C:16]3[CH:21]=[CH:20][CH:19]=[CH:18][CH:17]=3)[O:12][C:11]2=[O:28])[CH3:9])=[CH:4][CH:3]=1.[CH3:29][C:30]1([CH3:46])[C:34]([CH3:36])([CH3:35])[O:33][B:32]([B:32]2[O:33][C:34]([CH3:36])([CH3:35])[C:30]([CH3:46])([CH3:29])[O:31]2)[O:31]1.CC([O-])=O.[K+]. The catalyst is CS(C)=O. The product is [CH3:26][C:23]([CH3:27])([CH2:22][C@@:13]1([C:16]2[CH:21]=[CH:20][CH:19]=[CH:18][CH:17]=2)[O:12][C:11](=[O:28])[N:10]([C@H:8]([C:5]2[CH:6]=[CH:7][C:2]([B:32]3[O:33][C:34]([CH3:36])([CH3:35])[C:30]([CH3:46])([CH3:29])[O:31]3)=[CH:3][CH:4]=2)[CH3:9])[CH2:15][CH2:14]1)[C:24]#[N:25]. The yield is 0.760. (5) The reactants are [F:1][C:2]1[C:3]([C:24]([O:26]C)=[O:25])=[N:4][CH:5]=[CH:6][C:7]=1[S:8][C:9]1[S:13][C:12]([NH:14][C:15]2[CH:20]=[CH:19][C:18]([CH2:21][O:22][CH3:23])=[CH:17][N:16]=2)=[N:11][CH:10]=1.[OH-].[Na+].O.Cl. The catalyst is C1COCC1. The product is [F:1][C:2]1[C:3]([C:24]([OH:26])=[O:25])=[N:4][CH:5]=[CH:6][C:7]=1[S:8][C:9]1[S:13][C:12]([NH:14][C:15]2[CH:20]=[CH:19][C:18]([CH2:21][O:22][CH3:23])=[CH:17][N:16]=2)=[N:11][CH:10]=1. The yield is 0.590. (6) The reactants are [Cl:1][C:2]1[O:6][C:5]([C:7]([NH:9][C@@H:10]([CH2:23][C:24]2[CH:29]=[CH:28][CH:27]=[CH:26][C:25]=2[C:30]([F:33])([F:32])[F:31])[CH2:11][N:12]2C(=O)C3C(=CC=CC=3)C2=O)=[O:8])=[CH:4][C:3]=1[C:34]1[N:38]([CH3:39])[N:37]=[CH:36][CH:35]=1.NN. The catalyst is O1CCCC1.CO. The product is [NH2:12][CH2:11][C@@H:10]([NH:9][C:7]([C:5]1[O:6][C:2]([Cl:1])=[C:3]([C:34]2[N:38]([CH3:39])[N:37]=[CH:36][CH:35]=2)[CH:4]=1)=[O:8])[CH2:23][C:24]1[CH:29]=[CH:28][CH:27]=[CH:26][C:25]=1[C:30]([F:33])([F:32])[F:31]. The yield is 0.660.